This data is from Reaction yield outcomes from USPTO patents with 853,638 reactions. The task is: Predict the reaction yield, written as a fraction of the theoretical maximum amount of product (1.0 means a 100% yield; for example, 0.34 means a 34% yield). (1) The reactants are Br[CH2:2][C:3]1[CH:4]=[N:5][CH:6]=[C:7]([C:9]2[CH:10]=[N:11][CH:12]=[CH:13][CH:14]=2)[CH:8]=1.[CH3:15][C:16]1[N:21]=[C:20]([SH:22])[N:19]=[C:18]([OH:23])[CH:17]=1. No catalyst specified. The product is [CH3:15][C:16]1[N:21]=[C:20]([S:22][CH2:2][C:3]2[CH:4]=[N:5][CH:6]=[C:7]([C:9]3[CH:10]=[N:11][CH:12]=[CH:13][CH:14]=3)[CH:8]=2)[N:19]=[C:18]([OH:23])[CH:17]=1. The yield is 0.150. (2) The reactants are [CH:1]1([CH:4]([OH:19])[C@H:5]2[CH2:9][O:8][C:7]([CH3:11])([CH3:10])[N:6]2[C:12]([O:14][C:15]([CH3:18])([CH3:17])[CH3:16])=[O:13])[CH2:3][CH2:2]1.CC(OI1(OC(C)=O)(OC(C)=O)OC(=O)C2C=CC=CC1=2)=O. The catalyst is C(Cl)Cl.C(OCC)(=O)C. The product is [CH:1]1([C:4]([C@H:5]2[CH2:9][O:8][C:7]([CH3:11])([CH3:10])[N:6]2[C:12]([O:14][C:15]([CH3:18])([CH3:17])[CH3:16])=[O:13])=[O:19])[CH2:2][CH2:3]1. The yield is 0.900.